Dataset: Experimentally validated miRNA-target interactions with 360,000+ pairs, plus equal number of negative samples. Task: Binary Classification. Given a miRNA mature sequence and a target amino acid sequence, predict their likelihood of interaction. (1) The miRNA is hsa-miR-4787-3p with sequence GAUGCGCCGCCCACUGCCCCGCGC. Result: 0 (no interaction). The protein sequence of the target gene is MAEVHRRQHARVKGEAPAKSSTLRDEEELGMASAETLTVFLKLLAAGFYGVSSFLIVVVNKSVLTNYRFPSSLCVGLGQMVATVAVLWVGKALRVVKFPDLDRNVPRKTFPLPLLYFGNQITGLFSTKKLNLPMFTVLRRFSILFTMFAEGVLLKKTFSWGIKMTVFAMIIGAFVAASSDLAFDLEGYAFILINDVLTAANGAYVKQKLDSKELGKYGLLYYNALFMILPTLAIAYFTGDAQKAVEFEGWADTLFLLQFTLSCVMGFILMYATVLCTQYNSALTTTIVGCIKNILITYIG.... (2) The miRNA is mmu-miR-874-3p with sequence CUGCCCUGGCCCGAGGGACCGA. The protein sequence of the target gene is MDLGSSSDSAPDCWDQVDMEAPGSAPSGDGIAPAAMAAAEAAEAEAQRKHLSLAFSSQLNIHAKPFVPSVSAAEFVPSFLPGSAQPPAPTASSCDETCIGGAGEPEGKRMEWGAPVEPSKDGPLVSWEGSSSVVTMELSEPVVENGEVEMALEESWELKEVSEAKPEASLGDAGPPEESVKEVMEEKEEVRKSKSVSIPSGAPKKEHVNVVFIGHVDAGKSTIGGQIMFLTGMVDRRTLEKYEREAKEKNRETWYLSWALDTNQEERDKGKTVEVGRAYFETEKKHFTILDAPGHKSFVP.... Result: 0 (no interaction). (3) The miRNA is hsa-miR-4781-5p with sequence UAGCGGGGAUUCCAAUAUUGG. The protein sequence of the target gene is MAITQFRLFKFCTCLATVFSFLKRLICRSGRGRKLSGDQITLPTTVDYSSVPKQTDVEEWTSWDEDAPTSVKIEGGNGNVATQQNSLEQLEPDYFKDMTPTIRKTQKIVIKKREPLNFGIPDGSTGFSSRLAATQDLPFIHQSSELGDLDTWQENTNAWEEEEDAAWQAEEVLRQQKLADREKRAAEQQRKKMEKEAQRLMKKEQNKIGVKLS. Result: 0 (no interaction).